From a dataset of Peptide-MHC class I binding affinity with 185,985 pairs from IEDB/IMGT. Regression. Given a peptide amino acid sequence and an MHC pseudo amino acid sequence, predict their binding affinity value. This is MHC class I binding data. The peptide sequence is SEVSNVQRI. The MHC is H-2-Db with pseudo-sequence H-2-Db. The binding affinity (normalized) is 0.0641.